The task is: Predict the product of the given reaction.. This data is from Forward reaction prediction with 1.9M reactions from USPTO patents (1976-2016). (1) Given the reactants [CH3:1][S:2]([N:5]1[CH2:14][CH2:13][C:12]2[C:7](=[CH:8][CH:9]=[CH:10][C:11]=2[O:15][CH2:16][C:17]([O:19]CC)=O)[CH2:6]1)(=[O:4])=[O:3].[NH2:22][CH2:23][CH:24]([OH:36])[CH2:25][N:26]1[CH2:35][CH2:34][C:33]2[C:28](=[CH:29][CH:30]=[CH:31][CH:32]=2)[CH2:27]1, predict the reaction product. The product is: [CH2:27]1[C:28]2[C:33](=[CH:32][CH:31]=[CH:30][CH:29]=2)[CH2:34][CH2:35][N:26]1[CH2:25][CH:24]([OH:36])[CH2:23][NH:22][C:17](=[O:19])[CH2:16][O:15][C:11]1[CH:10]=[CH:9][CH:8]=[C:7]2[C:12]=1[CH2:13][CH2:14][N:5]([S:2]([CH3:1])(=[O:3])=[O:4])[CH2:6]2. (2) Given the reactants [NH2:1][N:2]1[N:11]=[C:10]([N:12]2[CH2:17][CH2:16][O:15][CH2:14][CH2:13]2)[C:9]2[C:4](=[CH:5][CH:6]=[CH:7][CH:8]=2)[C:3]1=[O:18].[F:19][C:20]([F:33])([F:32])[O:21][C:22]1[CH:23]=[C:24]([CH2:28][C:29](O)=[O:30])[CH:25]=[CH:26][CH:27]=1, predict the reaction product. The product is: [N:12]1([C:10]2[C:9]3[C:4](=[CH:5][CH:6]=[CH:7][CH:8]=3)[C:3](=[O:18])[N:2]([NH:1][C:29](=[O:30])[CH2:28][C:24]3[CH:25]=[CH:26][CH:27]=[C:22]([O:21][C:20]([F:32])([F:19])[F:33])[CH:23]=3)[N:11]=2)[CH2:17][CH2:16][O:15][CH2:14][CH2:13]1. (3) Given the reactants Cl[C:2]1[C:7]([N+:8]([O-])=O)=[CH:6][C:5]([CH3:11])=[CH:4][N:3]=1.[NH:12]1[CH2:17][CH2:16][CH:15]([CH2:18][CH2:19][N:20]2[CH2:25][CH2:24][CH2:23][CH2:22][CH2:21]2)[CH2:14][CH2:13]1, predict the reaction product. The product is: [CH3:11][C:5]1[CH:6]=[C:7]([NH2:8])[C:2]([N:12]2[CH2:13][CH2:14][CH:15]([CH2:18][CH2:19][N:20]3[CH2:25][CH2:24][CH2:23][CH2:22][CH2:21]3)[CH2:16][CH2:17]2)=[N:3][CH:4]=1. (4) Given the reactants [CH2:1]([O:3][C:4]([C:6]1[CH2:13][C:9]2([CH2:12][CH2:11][CH2:10]2)[O:8][N:7]=1)=[O:5])[CH3:2].CSC.B, predict the reaction product. The product is: [CH2:1]([O:3][C:4]([CH:6]1[CH2:13][C:9]2([CH2:10][CH2:11][CH2:12]2)[O:8][NH:7]1)=[O:5])[CH3:2]. (5) Given the reactants Cl.[NH2:2][OH:3].[S:4]1[CH:8]=[CH:7][CH:6]=[C:5]1[S:9][CH2:10][CH2:11][N:12]1[CH2:17][CH2:16][C@@H:15]([CH2:18][CH2:19][C:20](=O)[C:21]2[C:30]3[C:25](=[CH:26][CH:27]=[C:28]([O:31][CH3:32])[CH:29]=3)[N:24]=[CH:23][CH:22]=2)[C@@H:14]([C:34]([O:36][CH3:37])=[O:35])[CH2:13]1, predict the reaction product. The product is: [S:4]1[CH:8]=[CH:7][CH:6]=[C:5]1[S:9][CH2:10][CH2:11][N:12]1[CH2:17][CH2:16][C@@H:15]([CH2:18][CH2:19][C:20](=[N:2][OH:3])[C:21]2[C:30]3[C:25](=[CH:26][CH:27]=[C:28]([O:31][CH3:32])[CH:29]=3)[N:24]=[CH:23][CH:22]=2)[C@@H:14]([C:34]([O:36][CH3:37])=[O:35])[CH2:13]1. (6) Given the reactants [CH3:1][O:2][C:3]1[CH:8]=[C:7]([O:9][CH3:10])[CH:6]=[C:5]([O:11][CH3:12])[CH:4]=1.CO/[CH:15]=[CH:16]/[C:17]([O:19][CH3:20])=[O:18].P(Cl)(Cl)(Cl)=O, predict the reaction product. The product is: [CH3:12][O:11][C:5]1[CH:4]=[C:3]([O:2][CH3:1])[CH:8]=[C:7]([O:9][CH3:10])[C:6]=1/[CH:15]=[CH:16]/[C:17]([O:19][CH3:20])=[O:18]. (7) The product is: [CH:15]([CH:11]1[C:12](=[O:14])[C:13]2[C:4]3[O:3][C:2]([CH3:1])=[N:6][C:5]=3[CH:7]=[CH:8][C:9]=2[CH2:10]1)([CH3:17])[CH3:16]. Given the reactants [CH3:1][C:2]1[O:3][C:4]2[C:13]3[C:12](=[O:14])[C:11](=[C:15]([CH3:17])[CH3:16])[CH2:10][C:9]=3[CH:8]=[CH:7][C:5]=2[N:6]=1, predict the reaction product. (8) Given the reactants [CH2:1]([O:8][C:9]1[CH:18]=[CH:17][CH:16]=[C:15]2[C:10]=1[CH:11]=[CH:12][N:13]=[CH:14]2)[C:2]1[CH:7]=[CH:6][CH:5]=[CH:4][CH:3]=1.NC1C=CNC(=[O:26])C=1.[CH2:27]([NH:34][C:35]([C:37]1[S:41][C:40](Br)=[N:39][C:38]=1[CH3:43])=[O:36])[C:28]1[CH:33]=[CH:32][CH:31]=[CH:30][CH:29]=1, predict the reaction product. The product is: [CH2:27]([NH:34][C:35]([C:37]1[S:41][C:40]([N:13]2[CH:12]=[CH:11][C:10]3[C:15](=[CH:16][CH:17]=[CH:18][C:9]=3[O:8][CH2:1][C:2]3[CH:3]=[CH:4][CH:5]=[CH:6][CH:7]=3)[C:14]2=[O:26])=[N:39][C:38]=1[CH3:43])=[O:36])[C:28]1[CH:33]=[CH:32][CH:31]=[CH:30][CH:29]=1. (9) The product is: [F:1][C:2]1[CH:9]=[CH:8][C:5](/[CH:6]=[CH:12]/[C:13]([OH:15])=[O:14])=[C:4]([CH3:10])[CH:3]=1. Given the reactants [F:1][C:2]1[CH:9]=[CH:8][C:5]([CH:6]=O)=[C:4]([CH3:10])[CH:3]=1.C(O)(=O)[CH2:12][C:13]([OH:15])=[O:14].N1CCCCC1.Cl, predict the reaction product.